Dataset: Catalyst prediction with 721,799 reactions and 888 catalyst types from USPTO. Task: Predict which catalyst facilitates the given reaction. Reactant: [ClH:1].Cl.Cl.Cl.[NH2:5][CH2:6][CH2:7][CH2:8][NH:9][CH2:10][CH2:11][CH2:12][CH2:13][NH:14][CH2:15][CH2:16][CH2:17][N:18]1[CH:23]=[CH:22][C:21](=[O:24])[C:20]([O:25]CC2C=CC=CC=2)=[C:19]1[CH3:33]. Product: [ClH:1].[ClH:1].[ClH:1].[ClH:1].[NH2:5][CH2:6][CH2:7][CH2:8][NH:9][CH2:10][CH2:11][CH2:12][CH2:13][NH:14][CH2:15][CH2:16][CH2:17][N:18]1[CH:23]=[CH:22][C:21](=[O:24])[C:20]([OH:25])=[C:19]1[CH3:33]. The catalyst class is: 19.